Dataset: Catalyst prediction with 721,799 reactions and 888 catalyst types from USPTO. Task: Predict which catalyst facilitates the given reaction. (1) Reactant: [NH:1]1[CH2:5][CH2:4][CH:3]([NH:6][C:7](=[O:13])[O:8][C:9]([CH3:12])([CH3:11])[CH3:10])[CH2:2]1.Br[C:15]1[C:16]([NH2:33])=[N:17][CH:18]=[C:19]([C:21]2[CH:26]=[CH:25][C:24]([S:27]([CH:30]([CH3:32])[CH3:31])(=[O:29])=[O:28])=[CH:23][CH:22]=2)[N:20]=1.CCN(C(C)C)C(C)C. Product: [NH2:33][C:16]1[C:15]([N:1]2[CH2:5][CH2:4][CH:3]([NH:6][C:7](=[O:13])[O:8][C:9]([CH3:10])([CH3:12])[CH3:11])[CH2:2]2)=[N:20][C:19]([C:21]2[CH:22]=[CH:23][C:24]([S:27]([CH:30]([CH3:32])[CH3:31])(=[O:29])=[O:28])=[CH:25][CH:26]=2)=[CH:18][N:17]=1. The catalyst class is: 37. (2) Reactant: [F:1][C:2]([F:18])([F:17])[S:3]([O:6][C:7]1[CH:12]=[CH:11][CH:10]=[C:9]([O:13][CH3:14])[C:8]=1[CH:15]=O)(=[O:5])=[O:4].[NH:19]1[CH2:24][CH2:23][O:22][CH2:21][CH2:20]1.C(O[BH-](OC(=O)C)OC(=O)C)(=O)C.[Na+].FC(F)(F)C(O)=O. Product: [F:1][C:2]([F:18])([F:17])[S:3]([O:6][C:7]1[CH:12]=[CH:11][CH:10]=[C:9]([O:13][CH3:14])[C:8]=1[CH2:15][N:19]1[CH2:24][CH2:23][O:22][CH2:21][CH2:20]1)(=[O:5])=[O:4]. The catalyst class is: 4.